Dataset: Forward reaction prediction with 1.9M reactions from USPTO patents (1976-2016). Task: Predict the product of the given reaction. (1) Given the reactants [Br:1][C:2]1[CH:11]=[C:10]2[C:5]([CH2:6][CH:7]([CH3:20])[N:8]([C:12]3[CH:17]=[C:16](Cl)[N:15]=[C:14]([NH2:19])[N:13]=3)[CH2:9]2)=[CH:4][CH:3]=1.[CH3:21][N:22]1[CH2:27][CH2:26][NH:25][CH2:24][CH2:23]1.O, predict the reaction product. The product is: [Br:1][C:2]1[CH:11]=[C:10]2[C:5]([CH2:6][CH:7]([CH3:20])[N:8]([C:12]3[CH:17]=[C:16]([N:25]4[CH2:26][CH2:27][N:22]([CH3:21])[CH2:23][CH2:24]4)[N:15]=[C:14]([NH2:19])[N:13]=3)[CH2:9]2)=[CH:4][CH:3]=1. (2) Given the reactants [CH:1]1[C:6]([N+:7]([O-])=O)=[CH:5][CH:4]=[C:3]([Cl-]C([O-])=O)C=1.Cl.[Cl:15][C:16]1[C:23]([F:24])=[CH:22][CH:21]=[CH:20][C:17]=1[CH2:18][NH2:19].[CH3:25]CN(C(C)C)C(C)C.[Si:34]([O:41]C[C@@H](NC)CC=C)([C:37]([CH3:40])([CH3:39])[CH3:38])([CH3:36])[CH3:35].C1C[O:52][CH2:51]C1, predict the reaction product. The product is: [Si:34]([O:41][CH2:1][C@@H:6]([N:7]([CH3:25])[C:51]([NH:19][CH2:18][C:17]1[CH:20]=[CH:21][CH:22]=[C:23]([F:24])[C:16]=1[Cl:15])=[O:52])[CH2:5][CH:4]=[CH2:3])([C:37]([CH3:38])([CH3:39])[CH3:40])([CH3:35])[CH3:36]. (3) Given the reactants [O:1]=[C:2]1[N:6]([C:7]2[CH:12]=[CH:11][CH:10]=[C:9]([CH2:13][NH:14][C:15]3[CH:20]=[CH:19][CH:18]=[CH:17][N:16]=3)[CH:8]=2)[CH2:5][CH:4]([C:21]([NH:23][CH:24]([C:30]2[CH:31]=[N:32][C:33]3[C:38]([CH:39]=2)=[CH:37][CH:36]=[CH:35][CH:34]=3)[CH2:25][C:26]([O:28]C)=[O:27])=[O:22])[CH2:3]1.[OH-].[Na+].[OH-].[Na+].O.C1COCC1.CO, predict the reaction product. The product is: [O:1]=[C:2]1[N:6]([C:7]2[CH:12]=[CH:11][CH:10]=[C:9]([CH2:13][NH:14][C:15]3[CH:20]=[CH:19][CH:18]=[CH:17][N:16]=3)[CH:8]=2)[CH2:5][CH:4]([C:21]([NH:23][CH:24]([C:30]2[CH:31]=[N:32][C:33]3[C:38]([CH:39]=2)=[CH:37][CH:36]=[CH:35][CH:34]=3)[CH2:25][C:26]([OH:28])=[O:27])=[O:22])[CH2:3]1. (4) Given the reactants [NH2:1][C:2]1[C:21]([C:22]2[CH:27]=[C:26]([C:28](=[O:39])[NH:29][C:30]3([C:33]4[CH:38]=[CH:37][CH:36]=[CH:35][CH:34]=4)[CH2:32][CH2:31]3)[CH:25]=[CH:24][C:23]=2[F:40])=[CH:20][C:5]2[C:6]([C:16]([NH:18]C)=[O:17])=[C:7]([C:9]3[CH:14]=[CH:13][C:12]([F:15])=[CH:11][CH:10]=3)[O:8][C:4]=2[CH:3]=1.[CH3:41][S:42](Cl)(=[O:44])=[O:43].[CH3:46]S(NS(C)(=O)=O)(=O)=O, predict the reaction product. The product is: [F:40][C:23]1[CH:24]=[CH:25][C:26]([C:28](=[O:39])[NH:29][C:30]2([C:33]3[CH:34]=[CH:35][CH:36]=[CH:37][CH:38]=3)[CH2:31][CH2:32]2)=[CH:27][C:22]=1[C:21]1[C:2]([NH:1][S:42]([CH3:41])(=[O:44])=[O:43])=[CH:3][C:4]2[O:8][C:7]([C:9]3[CH:14]=[CH:13][C:12]([F:15])=[CH:11][CH:10]=3)=[C:6]([C:16]([NH2:18])=[O:17])[C:5]=2[C:20]=1[CH3:46]. (5) Given the reactants [OH:1][N:2]=[CH:3][C:4]1[N:5]=[C:6]([CH:9]2[CH2:14][CH2:13][N:12]([C:15]([O:17][C:18]([CH3:21])([CH3:20])[CH3:19])=[O:16])[CH2:11][CH2:10]2)[S:7][CH:8]=1.[CH:22]([C:24]1[CH:29]=[CH:28][CH:27]=[CH:26][C:25]=1[OH:30])=[CH2:23].C(=O)([O-])O.[K+].ClN1C(=O)CCC1=O, predict the reaction product. The product is: [OH:30][C:25]1[CH:26]=[CH:27][CH:28]=[CH:29][C:24]=1[CH:22]1[O:1][N:2]=[C:3]([C:4]2[N:5]=[C:6]([CH:9]3[CH2:10][CH2:11][N:12]([C:15]([O:17][C:18]([CH3:21])([CH3:20])[CH3:19])=[O:16])[CH2:13][CH2:14]3)[S:7][CH:8]=2)[CH2:23]1.